Task: Predict the reactants needed to synthesize the given product.. Dataset: Retrosynthesis with 50K atom-mapped reactions and 10 reaction types from USPTO (1) Given the product COC(=O)CNC(=O)C1(C)CCc2c(C)c(O)c(C)c(C)c2O1, predict the reactants needed to synthesize it. The reactants are: COC(=O)CN.Cc1c(C)c2c(c(C)c1O)CCC(C)(C(=O)O)O2. (2) Given the product Cc1ncc(-c2cccc3c2C[C@H](N(Cc2ccccc2)Cc2ccccc2)CC3)cn1, predict the reactants needed to synthesize it. The reactants are: Brc1cccc2c1C[C@H](N(Cc1ccccc1)Cc1ccccc1)CC2.Cc1ncc(B(O)O)cn1.